This data is from Forward reaction prediction with 1.9M reactions from USPTO patents (1976-2016). The task is: Predict the product of the given reaction. (1) Given the reactants [CH:1]1[CH:6]=[CH:5][C:4]([NH:7][C:8]2[CH:13]=[CH:12][C:11]([NH2:14])=[CH:10][CH:9]=2)=[CH:3][CH:2]=1.[OH2:15].[C:16]([OH:19])(=O)[CH3:17], predict the reaction product. The product is: [C:4]1([NH:7][C:8]2[CH:13]=[CH:12][C:11]([N:14]3[C:16](=[O:19])[C:17]4=[CH:5][CH:6]=[CH:1][CH:2]=[C:3]4[C:4]3=[O:15])=[CH:10][CH:9]=2)[CH:3]=[CH:2][CH:1]=[CH:6][CH:5]=1. (2) Given the reactants [NH2:1][CH2:2][CH2:3][C:4]1[CH:5]=[CH:6][C:7]([CH2:14][N:15]2[CH2:19][CH2:18][CH2:17][CH2:16]2)=[C:8]([CH:13]=1)[C:9]([O:11][CH3:12])=[O:10].[Cl:20][C:21]1[CH:26]=[CH:25][C:24]([C:27]2[CH:32]=[CH:31][C:30]([C:33](O)=[O:34])=[CH:29][CH:28]=2)=[CH:23][CH:22]=1, predict the reaction product. The product is: [Cl:20][C:21]1[CH:22]=[CH:23][C:24]([C:27]2[CH:32]=[CH:31][C:30]([C:33]([NH:1][CH2:2][CH2:3][C:4]3[CH:5]=[CH:6][C:7]([CH2:14][N:15]4[CH2:19][CH2:18][CH2:17][CH2:16]4)=[C:8]([CH:13]=3)[C:9]([O:11][CH3:12])=[O:10])=[O:34])=[CH:29][CH:28]=2)=[CH:25][CH:26]=1. (3) Given the reactants [Cl:1][C:2]1[CH:7]=[C:6]([C:8]#[C:9][Si](C)(C)C)[CH:5]=[CH:4][N:3]=1.[Cl:14][C:15]1[CH:20]=[CH:19][C:18]([N:21]2[CH:25]=[C:24](I)[N:23]=[C:22]2[CH:27]([CH3:29])[CH3:28])=[CH:17][N:16]=1, predict the reaction product. The product is: [Cl:1][C:2]1[CH:7]=[C:6]([C:8]#[C:9][C:24]2[N:23]=[C:22]([CH:27]([CH3:29])[CH3:28])[N:21]([C:18]3[CH:17]=[N:16][C:15]([Cl:14])=[CH:20][CH:19]=3)[CH:25]=2)[CH:5]=[CH:4][N:3]=1. (4) Given the reactants [Cl:1][C:2]1[N:7]=[CH:6][C:5]([NH2:8])=[CH:4][CH:3]=1.[I:9]I, predict the reaction product. The product is: [Cl:1][C:2]1[N:7]=[C:6]([I:9])[C:5]([NH2:8])=[CH:4][CH:3]=1. (5) Given the reactants O.Cl.Cl.[O:4]=[C:5]1[N:14]([CH:15]2[CH2:20][CH2:19][NH:18][CH2:17][CH2:16]2)[CH2:13][CH2:12][C:11]2[N:10]=[C:9]([CH2:21][CH2:22][CH3:23])[C:8]([C:24]([O:26][CH2:27][CH3:28])=[O:25])=[CH:7][C:6]1=2.[CH:29]1([C:32]2[CH:37]=[C:36]([CH:38]=O)[C:35]([O:40][CH2:41][CH3:42])=[CH:34][C:33]=2[C:43]2[CH:48]=[CH:47][C:46]([F:49])=[CH:45][C:44]=2[F:50])[CH2:31][CH2:30]1.C(O[BH-](OC(=O)C)OC(=O)C)(=O)C.[Na+].C(=O)([O-])O.[Na+], predict the reaction product. The product is: [CH:29]1([C:32]2[CH:37]=[C:36]([CH2:38][N:18]3[CH2:17][CH2:16][CH:15]([N:14]4[CH2:13][CH2:12][C:11]5[N:10]=[C:9]([CH2:21][CH2:22][CH3:23])[C:8]([C:24]([O:26][CH2:27][CH3:28])=[O:25])=[CH:7][C:6]=5[C:5]4=[O:4])[CH2:20][CH2:19]3)[C:35]([O:40][CH2:41][CH3:42])=[CH:34][C:33]=2[C:43]2[CH:48]=[CH:47][C:46]([F:49])=[CH:45][C:44]=2[F:50])[CH2:31][CH2:30]1.